From a dataset of Full USPTO retrosynthesis dataset with 1.9M reactions from patents (1976-2016). Predict the reactants needed to synthesize the given product. (1) Given the product [F:9][C:10]1[CH:11]=[C:12]([C:2]2[C:3](=[O:8])[O:4][CH2:5][CH2:6][CH:7]=2)[CH:13]=[CH:14][C:15]=1[F:16], predict the reactants needed to synthesize it. The reactants are: Br[C:2]1[C:3](=[O:8])[O:4][CH2:5][CH2:6][CH:7]=1.[F:9][C:10]1[CH:11]=[C:12](B(O)O)[CH:13]=[CH:14][C:15]=1[F:16].C(=O)([O-])[O-].[K+].[K+].[F-].[K+]. (2) Given the product [CH2:15]([CH:17]1[O:22][C:21]2[CH:23]=[C:24]([C:27]3[CH:28]=[N:29][C:30]([N:33]4[CH2:37][CH2:36][CH:35]([CH2:38][C:39]([OH:41])=[O:40])[CH2:34]4)=[N:31][CH:32]=3)[CH:25]=[CH:26][C:20]=2[N:19]([C:46](=[O:54])[NH:47][C:48]2[CH:53]=[CH:52][CH:51]=[CH:50][CH:49]=2)[CH2:18]1)[CH3:16], predict the reactants needed to synthesize it. The reactants are: FC(F)(F)C(O)=O.C([SiH](CC)CC)C.[CH2:15]([CH:17]1[O:22][C:21]2[CH:23]=[C:24]([C:27]3[CH:28]=[N:29][C:30]([N:33]4[CH2:37][CH2:36][CH:35]([CH2:38][C:39]([O:41]CCCC)=[O:40])[CH2:34]4)=[N:31][CH:32]=3)[CH:25]=[CH:26][C:20]=2[N:19]([C:46](=[O:54])[NH:47][C:48]2[CH:53]=[CH:52][CH:51]=[CH:50][CH:49]=2)[CH2:18]1)[CH3:16]. (3) The reactants are: [Cl:1][C:2]1[CH:7]=[CH:6][C:5]([S:8]([NH:11][CH2:12][C:13]2[CH:18]=[CH:17][C:16]([C:19]#[N:20])=[CH:15][CH:14]=2)(=[O:10])=[O:9])=[CH:4][CH:3]=1.[CH3:21][O:22][C:23]1[CH:30]=[CH:29][C:26]([CH2:27]Br)=[CH:25][CH:24]=1. Given the product [Cl:1][C:2]1[CH:7]=[CH:6][C:5]([S:8]([N:11]([CH2:12][C:13]2[CH:18]=[CH:17][C:16]([C:19]#[N:20])=[CH:15][CH:14]=2)[CH2:27][C:26]2[CH:29]=[CH:30][C:23]([O:22][CH3:21])=[CH:24][CH:25]=2)(=[O:9])=[O:10])=[CH:4][CH:3]=1, predict the reactants needed to synthesize it. (4) Given the product [O:31]=[C:27]1[CH:26]=[CH:25][C:24]2[C:29](=[CH:30][C:21]([O:20][CH2:19][CH2:18][CH2:17][CH2:16][N:13]3[CH2:12][CH2:11][N:10]([C:6]4[C:3]5[CH:4]=[C:42]([C:43]([O:45][CH2:46][CH3:47])=[O:44])[S:41][C:2]=5[CH:9]=[CH:8][CH:7]=4)[CH2:15][CH2:14]3)=[CH:22][CH:23]=2)[NH:28]1, predict the reactants needed to synthesize it. The reactants are: Cl[C:2]1[CH:9]=[CH:8][CH:7]=[C:6]([N:10]2[CH2:15][CH2:14][N:13]([CH2:16][CH2:17][CH2:18][CH2:19][O:20][C:21]3[CH:30]=[C:29]4[C:24]([CH:25]=[CH:26][C:27](=[O:31])[NH:28]4)=[CH:23][CH:22]=3)[CH2:12][CH2:11]2)[C:3]=1[CH:4]=O.CCN(C(C)C)C(C)C.[SH:41][CH2:42][C:43]([O:45][CH2:46][CH3:47])=[O:44].O. (5) Given the product [F:1][C:2]1[C:7]2[N:8]([CH3:9])[C:31](=[O:33])[O:34][CH2:35][CH2:36][C:6]=2[CH:5]=[C:4]([N:13]2[CH2:17][C@H:16]([CH2:18][NH:19][C:20](=[O:26])[O:21][C:22]([CH3:23])([CH3:24])[CH3:25])[O:15][C:14]2=[O:27])[CH:3]=1, predict the reactants needed to synthesize it. The reactants are: [F:1][C:2]1[CH:3]=[C:4]([N:13]2[CH2:17][C@H:16]([CH2:18][NH:19][C:20](=[O:26])[O:21][C:22]([CH3:25])([CH3:24])[CH3:23])[O:15][C:14]2=[O:27])[CH:5]=[C:6](CCO)[C:7]=1[NH:8][CH3:9].CC#N.[C:31]([O:34][CH2:35][CH3:36])(=[O:33])C.